From a dataset of TCR-epitope binding with 47,182 pairs between 192 epitopes and 23,139 TCRs. Binary Classification. Given a T-cell receptor sequence (or CDR3 region) and an epitope sequence, predict whether binding occurs between them. (1) The epitope is TPGPGVRYPL. The TCR CDR3 sequence is CSARDDRAQNTGELFF. Result: 0 (the TCR does not bind to the epitope). (2) The epitope is MPASWVMRI. The TCR CDR3 sequence is RASSLRQFSYEQYF. Result: 1 (the TCR binds to the epitope). (3) The epitope is RLDKVEAEV. The TCR CDR3 sequence is CASSLSSGEYNEQFF. Result: 0 (the TCR does not bind to the epitope).